Dataset: Peptide-MHC class I binding affinity with 185,985 pairs from IEDB/IMGT. Task: Regression. Given a peptide amino acid sequence and an MHC pseudo amino acid sequence, predict their binding affinity value. This is MHC class I binding data. (1) The peptide sequence is AKYEICLEK. The MHC is HLA-A26:02 with pseudo-sequence HLA-A26:02. The binding affinity (normalized) is 0.0847. (2) The peptide sequence is GWTETDSSF. The MHC is HLA-A24:03 with pseudo-sequence HLA-A24:03. The binding affinity (normalized) is 0.472. (3) The peptide sequence is LFAGTHITM. The MHC is HLA-A30:02 with pseudo-sequence HLA-A30:02. The binding affinity (normalized) is 0.0226. (4) The peptide sequence is MQRSGMLSL. The MHC is HLA-B07:02 with pseudo-sequence HLA-B07:02. The binding affinity (normalized) is 0.820. (5) The peptide sequence is ETKLYKNKSK. The MHC is HLA-A03:01 with pseudo-sequence HLA-A03:01. The binding affinity (normalized) is 0. (6) The MHC is Mamu-B17 with pseudo-sequence Mamu-B17. The peptide sequence is LLHQTNPY. The binding affinity (normalized) is 0. (7) The peptide sequence is RDWAHNSL. The MHC is HLA-A68:02 with pseudo-sequence HLA-A68:02. The binding affinity (normalized) is 0.